Task: Predict the reactants needed to synthesize the given product.. Dataset: Full USPTO retrosynthesis dataset with 1.9M reactions from patents (1976-2016) (1) Given the product [Cl:1][C:2]1[CH:7]=[CH:6][C:5]([N:8]2[CH:12]=[C:11]([C:13]#[N:15])[N:10]=[N:9]2)=[C:4]([C:16]2[CH:21]=[C:20]([O:22][CH3:23])[N:19]=[CH:18][N:17]=2)[C:3]=1[F:24], predict the reactants needed to synthesize it. The reactants are: [Cl:1][C:2]1[CH:7]=[CH:6][C:5]([N:8]2[CH:12]=[C:11]([C:13]([NH2:15])=O)[N:10]=[N:9]2)=[C:4]([C:16]2[CH:21]=[C:20]([O:22][CH3:23])[N:19]=[CH:18][N:17]=2)[C:3]=1[F:24].C(P1(=O)OP(CCC)(=O)OP(CCC)(=O)O1)CC. (2) Given the product [CH2:14]([O:13]/[CH:8]=[CH:9]/[C:10]([NH:27][C:20]1[CH:21]=[CH:22][C:23]([N+:24]([O-:26])=[O:25])=[C:18]([O:17][CH3:16])[CH:19]=1)=[O:12])[CH3:15], predict the reactants needed to synthesize it. The reactants are: S(Cl)(Cl)=O.C(O[CH:8]([O:13][CH2:14][CH3:15])[CH2:9][C:10]([OH:12])=O)C.[CH3:16][O:17][C:18]1[CH:19]=[C:20]([NH2:27])[CH:21]=[CH:22][C:23]=1[N+:24]([O-:26])=[O:25].N1C=CC=CC=1.Cl. (3) Given the product [C:22]([O:25][C@H:26]([CH3:32])[CH2:27][CH2:28][CH2:29][CH2:30][N:14]1[C:15](=[O:17])[C:16]2[N:8]([CH2:1][C:2]3[CH:7]=[CH:6][CH:5]=[CH:4][CH:3]=3)[CH:9]=[N:10][C:11]=2[N:12]([CH3:19])[C:13]1=[O:18])(=[O:24])[CH3:23], predict the reactants needed to synthesize it. The reactants are: [CH2:1]([N:8]1[C:16]2[C:15](=[O:17])[NH:14][C:13](=[O:18])[N:12]([CH3:19])[C:11]=2[N:10]=[CH:9]1)[C:2]1[CH:7]=[CH:6][CH:5]=[CH:4][CH:3]=1.[H-].[Na+].[C:22]([O:25][C@H:26]([CH3:32])[CH2:27][CH2:28][CH2:29][CH2:30]Cl)(=[O:24])[CH3:23]. (4) Given the product [C:1]([O:5][C:6](=[O:20])[CH2:7][O:8][C:9]1[C:18]2[CH2:17][CH2:16][CH2:15][C@@H:14]([NH:19][S:28]([C:25]3[CH:26]=[CH:27][C:22]([I:21])=[CH:23][CH:24]=3)(=[O:30])=[O:29])[C:13]=2[CH:12]=[CH:11][CH:10]=1)([CH3:4])([CH3:2])[CH3:3], predict the reactants needed to synthesize it. The reactants are: [C:1]([O:5][C:6](=[O:20])[CH2:7][O:8][C:9]1[C:18]2[CH2:17][CH2:16][CH2:15][C@@H:14]([NH2:19])[C:13]=2[CH:12]=[CH:11][CH:10]=1)([CH3:4])([CH3:3])[CH3:2].[I:21][C:22]1[CH:27]=[CH:26][C:25]([S:28](Cl)(=[O:30])=[O:29])=[CH:24][CH:23]=1. (5) Given the product [Cl:40][C:24]1[CH:25]=[C:26]([C:29]2[CH:34]=[CH:33][CH:32]=[CH:31][C:30]=2[CH2:35][CH2:36][CH2:37][O:38][CH3:39])[CH:27]=[CH:28][C:23]=1[C@H:11]1[C@H:10]([C:9]2[C:4]3[N:3]=[CH:2][NH:1][C:5]=3[CH:6]=[CH:7][CH:8]=2)[CH2:15][CH2:14][NH:13][CH2:12]1, predict the reactants needed to synthesize it. The reactants are: [NH:1]1[C:5]2[CH:6]=[CH:7][CH:8]=[C:9]([C@@H:10]3[CH2:15][CH2:14][N:13](C(OC(C)(C)C)=O)[CH2:12][C@H:11]3[C:23]3[CH:28]=[CH:27][C:26]([C:29]4[CH:34]=[CH:33][CH:32]=[CH:31][C:30]=4[CH2:35][CH2:36][CH2:37][O:38][CH3:39])=[CH:25][C:24]=3[Cl:40])[C:4]=2[N:3]=[CH:2]1.C(Cl)Cl. (6) Given the product [CH3:36][CH:38]1[O:32][C:30](=[O:31])[CH:29]([CH3:28])[O:40][C:39]1=[O:2].[CH2:36]1[O:37][C:33](=[O:31])[CH2:34][O:43][C:35]1=[O:42], predict the reactants needed to synthesize it. The reactants are: S(OOS([O-])(=O)=O)([O-])(=O)=[O:2].[NH4+].[NH4+].CCCCCCCCC=CCCCCC[CH2:28][CH2:29][C:30]([OH:32])=[O:31].[CH2:33]1[O:37][CH:36]([CH:38](O)[CH2:39][OH:40])[CH:35]([OH:42])[CH:34]1[OH:43].CCCCCC.